From a dataset of Aqueous solubility values for 9,982 compounds from the AqSolDB database. Regression/Classification. Given a drug SMILES string, predict its absorption, distribution, metabolism, or excretion properties. Task type varies by dataset: regression for continuous measurements (e.g., permeability, clearance, half-life) or binary classification for categorical outcomes (e.g., BBB penetration, CYP inhibition). For this dataset (solubility_aqsoldb), we predict Y. The molecule is CCOC(=O)C1=CC2(CC)CCCN3CCc4c(n1c1ccccc41)C32. The Y is -4.84 log mol/L.